Predict which catalyst facilitates the given reaction. From a dataset of Catalyst prediction with 721,799 reactions and 888 catalyst types from USPTO. (1) Reactant: Cl.[C@H:2]1([NH2:14])[C:12]2=[C:13]3[C:8](=[CH:9][CH:10]=[CH:11]2)[CH:7]=[CH:6][CH:5]=[C:4]3[CH2:3]1.C(=O)([O-])[O-].[K+].[K+].[C@H]1(N)C2=C3C(=CC=C2)C=CC=C3C1.[I-].C([N+]1(C)[CH2:42][CH2:41][C:40](=[O:43])[CH2:39][CH2:38]1)C. Product: [C@H:2]1([N:14]2[CH2:42][CH2:41][C:40](=[O:43])[CH2:39][CH2:38]2)[C:12]2=[C:13]3[C:8](=[CH:9][CH:10]=[CH:11]2)[CH:7]=[CH:6][CH:5]=[C:4]3[CH2:3]1. The catalyst class is: 97. (2) Reactant: ClC1C=CC=C(C(OO)=[O:9])C=1.[CH3:12][N:13]1[C:26]2[CH:25]=[CH:24][C:23]([C:27]3[C:36]4[C:31](=[CH:32][CH:33]=[CH:34][CH:35]=4)[CH:30]=[CH:29][CH:28]=3)=[CH:22][C:21]=2[S:20][C:19]2[C:14]1=[CH:15][CH:16]=[C:17]([C:37]1[C:46]3[C:41](=[CH:42][CH:43]=[CH:44][CH:45]=3)[CH:40]=[CH:39][CH:38]=1)[CH:18]=2. Product: [CH3:12][N:13]1[C:14]2[CH:15]=[CH:16][C:17]([C:37]3[C:46]4[C:41](=[CH:42][CH:43]=[CH:44][CH:45]=4)[CH:40]=[CH:39][CH:38]=3)=[CH:18][C:19]=2[S:20](=[O:9])[C:21]2[C:26]1=[CH:25][CH:24]=[C:23]([C:27]1[C:36]3[C:31](=[CH:32][CH:33]=[CH:34][CH:35]=3)[CH:30]=[CH:29][CH:28]=1)[CH:22]=2. The catalyst class is: 366.